The task is: Predict the product of the given reaction.. This data is from Forward reaction prediction with 1.9M reactions from USPTO patents (1976-2016). (1) Given the reactants C(O[C:6](=O)[N:7]([CH:9]1[CH:13]([C:14]2[CH:19]=[CH:18][C:17]([Cl:20])=[C:16]([Cl:21])[CH:15]=2)[CH2:12][N:11]([C:22]([CH:24]2[CH2:29][CH2:28][N:27]([C:30]([C:32]3([CH3:35])[CH2:34][CH2:33]3)=[O:31])[CH2:26][CH2:25]2)=[O:23])[CH2:10]1)C)(C)(C)C.C(O)(C(F)(F)F)=O.C([O-])(O)=O.[Na+], predict the reaction product. The product is: [Cl:21][C:16]1[CH:15]=[C:14]([CH:13]2[CH:9]([NH:7][CH3:6])[CH2:10][N:11]([C:22]([CH:24]3[CH2:29][CH2:28][N:27]([C:30]([C:32]4([CH3:35])[CH2:33][CH2:34]4)=[O:31])[CH2:26][CH2:25]3)=[O:23])[CH2:12]2)[CH:19]=[CH:18][C:17]=1[Cl:20]. (2) Given the reactants [CH3:1][O:2][C:3](=[O:15])[C:4]1[CH:9]=[C:8]([N+:10]([O-:12])=[O:11])[CH:7]=[C:6]([CH2:13][OH:14])[CH:5]=1.[H-].[Na+].[CH3:18]I, predict the reaction product. The product is: [CH3:1][O:2][C:3](=[O:15])[C:4]1[CH:9]=[C:8]([N+:10]([O-:12])=[O:11])[CH:7]=[C:6]([CH2:13][O:14][CH3:18])[CH:5]=1. (3) Given the reactants [CH3:1][O:2][C:3]([NH:5][C:6]1[CH:20]=[C:19]2[C:9]([NH:10][CH:11]=[C:12]2[CH2:13][CH2:14][NH:15][C:16](=[O:18])[CH3:17])=[CH:8][CH:7]=1)=[O:4].[Br:21]N1C(=O)CCC1=O.[OH-].[Na+], predict the reaction product. The product is: [CH3:1][O:2][C:3](=[O:4])[NH:5][C:6]1[CH:20]=[C:19]2[C:9](=[CH:8][CH:7]=1)[NH:10][C:11]([Br:21])=[C:12]2[CH2:13][CH2:14][NH:15][C:16](=[O:18])[CH3:17]. (4) Given the reactants [ClH:1].[O:2]1[C:6]2([CH2:11][CH2:10][N:9](C(OC(C)(C)C)=O)[CH2:8][CH2:7]2)[CH2:5][CH2:4][CH2:3]1, predict the reaction product. The product is: [ClH:1].[O:2]1[C:6]2([CH2:11][CH2:10][NH:9][CH2:8][CH2:7]2)[CH2:5][CH2:4][CH2:3]1. (5) The product is: [O:19]=[C:18]1[CH2:21][S:22][C:23](=[S:24])[N:1]1[CH2:2][C:3]1[CH:4]=[CH:5][C:6]([C:7]([OH:9])=[O:8])=[CH:10][CH:11]=1. Given the reactants [NH2:1][CH2:2][C:3]1[CH:11]=[CH:10][C:6]([C:7]([OH:9])=[O:8])=[CH:5][CH:4]=1.C(=O)([O-])[O-].[Na+].[Na+].[C:18]([CH2:21][S:22][C:23](=S)[S:24]CC(O)=O)(O)=[O:19], predict the reaction product. (6) The product is: [Cl:24][C:25]1[C:26]([F:38])=[C:27]([C:28]2[O:15][N:14]=[C:13]([CH2:12][N:8]3[C:9]4[C:5](=[C:4]([C:20]([F:22])([F:23])[F:21])[C:3]([C:1]#[N:2])=[CH:11][CH:10]=4)[CH:6]=[C:7]3[CH2:17][CH2:18][CH3:19])[N:16]=2)[CH:31]=[C:32]([C:34]([F:36])([F:37])[F:35])[CH:33]=1. Given the reactants [C:1]([C:3]1[C:4]([C:20]([F:23])([F:22])[F:21])=[C:5]2[C:9](=[CH:10][CH:11]=1)[N:8]([CH2:12][C:13](=[NH:16])[NH:14][OH:15])[C:7]([CH2:17][CH2:18][CH3:19])=[CH:6]2)#[N:2].[Cl:24][C:25]1[C:26]([F:38])=[C:27]([CH:31]=[C:32]([C:34]([F:37])([F:36])[F:35])[CH:33]=1)[C:28](Cl)=O.C(N(CC)C(C)C)(C)C, predict the reaction product. (7) Given the reactants [C:1]([NH:4][C:5]1[N:10]=[CH:9][C:8]([NH:11][C:12](=[O:19])OCC(Cl)(Cl)Cl)=[CH:7][CH:6]=1)(=[O:3])[CH3:2].[F:20][C:21]1[CH:26]=[C:25]([F:27])[CH:24]=[CH:23][C:22]=1[C:28]1[N:29]=[C:30]([N:33]2[CH2:38][CH2:37][NH:36][CH2:35][CH2:34]2)[S:31][CH:32]=1.C(N(C(C)C)CC)(C)C.O, predict the reaction product. The product is: [C:1]([NH:4][C:5]1[N:10]=[CH:9][C:8]([NH:11][C:12]([N:36]2[CH2:37][CH2:38][N:33]([C:30]3[S:31][CH:32]=[C:28]([C:22]4[CH:23]=[CH:24][C:25]([F:27])=[CH:26][C:21]=4[F:20])[N:29]=3)[CH2:34][CH2:35]2)=[O:19])=[CH:7][CH:6]=1)(=[O:3])[CH3:2]. (8) Given the reactants [N:1]1([C:6]2[CH:7]=[C:8]([CH2:12][OH:13])[CH:9]=[CH:10][CH:11]=2)[CH:5]=[CH:4][N:3]=[N:2]1, predict the reaction product. The product is: [N:1]1([C:6]2[CH:7]=[C:8]([CH:9]=[CH:10][CH:11]=2)[CH:12]=[O:13])[CH:5]=[CH:4][N:3]=[N:2]1. (9) Given the reactants [NH2:1][C:2]1[O:3][CH2:4][C@:5]2([C:19]3[C:14](=[N:15][CH:16]=[C:17](Br)[CH:18]=3)[O:13][C:12]3[C:7]2=[CH:8][C:9]([OH:21])=[CH:10][CH:11]=3)[N:6]=1.B(O)(O)[C:23]1[CH:24]=[CH:25][C:26]([CH3:29])=[CH:27][CH:28]=1.C(=O)([O-])[O-].[K+].[K+], predict the reaction product. The product is: [NH2:1][C:2]1[O:3][CH2:4][C@:5]2([C:19]3[C:14](=[N:15][CH:16]=[C:17]([C:23]4[CH:28]=[CH:27][C:26]([CH3:29])=[CH:25][CH:24]=4)[CH:18]=3)[O:13][C:12]3[C:7]2=[CH:8][C:9]([OH:21])=[CH:10][CH:11]=3)[N:6]=1. (10) Given the reactants C(NC(C)C)(C)C.C([Li])CCC.[CH2:13]([N:20]1[CH2:25][CH2:24][C:23]([N:31]([C:35]2[CH:40]=[CH:39][CH:38]=[CH:37][CH:36]=2)[C:32](=[O:34])[CH3:33])([C:26]([O:28]CC)=O)[CH2:22][CH2:21]1)[C:14]1[CH:19]=[CH:18][CH:17]=[CH:16][CH:15]=1, predict the reaction product. The product is: [CH2:13]([N:20]1[CH2:25][CH2:24][C:23]2([N:31]([C:35]3[CH:36]=[CH:37][CH:38]=[CH:39][CH:40]=3)[C:32](=[O:34])[CH2:33][C:26]2=[O:28])[CH2:22][CH2:21]1)[C:14]1[CH:19]=[CH:18][CH:17]=[CH:16][CH:15]=1.